Dataset: Full USPTO retrosynthesis dataset with 1.9M reactions from patents (1976-2016). Task: Predict the reactants needed to synthesize the given product. (1) Given the product [Cl:22][C:14]1[CH:15]=[C:16]([C:20]#[N:21])[CH:17]=[C:18]([Cl:19])[C:13]=1[C:12]([NH:11][C:6]1[CH:5]=[CH:4][N:3]=[C:2]([NH:31][C:29]2[CH:28]=[C:27]([CH3:32])[N:26]=[C:25]([CH3:24])[N:30]=2)[C:7]=1[N+:8]([O-:10])=[O:9])=[O:23], predict the reactants needed to synthesize it. The reactants are: Cl[C:2]1[C:7]([N+:8]([O-:10])=[O:9])=[C:6]([NH:11][C:12](=[O:23])[C:13]2[C:18]([Cl:19])=[CH:17][C:16]([C:20]#[N:21])=[CH:15][C:14]=2[Cl:22])[CH:5]=[CH:4][N:3]=1.[CH3:24][C:25]1[N:30]=[C:29]([NH2:31])[CH:28]=[C:27]([CH3:32])[N:26]=1.C([O-])([O-])=O.[Cs+].[Cs+].C1(P(C2C=CC=CC=2)C2C3OC4C(=CC=CC=4P(C4C=CC=CC=4)C4C=CC=CC=4)C(C)(C)C=3C=CC=2)C=CC=CC=1. (2) Given the product [NH2:25][C:22]1[CH:21]=[CH:20][C:19]([C:4]2[CH:5]=[CH:6][C:7]([C:8]([NH:10][C@H:11]([C:15]([O:17][CH3:18])=[O:16])[CH:12]([CH3:14])[CH3:13])=[O:9])=[C:2]([CH3:1])[CH:3]=2)=[CH:24][CH:23]=1, predict the reactants needed to synthesize it. The reactants are: [CH3:1][C:2]1[CH:3]=[C:4]([C:19]2[CH:24]=[CH:23][C:22]([N+:25]([O-])=O)=[CH:21][CH:20]=2)[CH:5]=[CH:6][C:7]=1[C:8]([NH:10][C@H:11]([C:15]([O:17][CH3:18])=[O:16])[CH:12]([CH3:14])[CH3:13])=[O:9].Cl. (3) The reactants are: [C:1]1([NH2:8])[CH:6]=[CH:5][CH:4]=[CH:3][C:2]=1[NH2:7].[C:9](O)(=O)[CH2:10][CH2:11][C:12]1[CH:17]=[CH:16][CH:15]=[CH:14][CH:13]=1. Given the product [C:12]1([CH2:11][CH2:10][C:9]2[NH:7][C:2]3[CH:3]=[CH:4][CH:5]=[CH:6][C:1]=3[N:8]=2)[CH:17]=[CH:16][CH:15]=[CH:14][CH:13]=1, predict the reactants needed to synthesize it. (4) Given the product [F:22][CH2:23][CH2:24][NH:19][C:17]([C@@H:15]1[O:14][C:13](=[O:20])[N:12]([C:10]2[CH:9]=[CH:8][C:7]3[N:2]([CH3:1])[C:3](=[O:21])[CH2:4][O:5][C:6]=3[CH:11]=2)[CH2:16]1)=[O:18], predict the reactants needed to synthesize it. The reactants are: [CH3:1][N:2]1[C:7]2[CH:8]=[CH:9][C:10]([N:12]3[CH2:16][C@H:15]([C:17]([NH2:19])=[O:18])[O:14][C:13]3=[O:20])=[CH:11][C:6]=2[O:5][CH2:4][C:3]1=[O:21].[F:22][CH2:23][CH2:24]N.Cl.C(N(CC)CC)C. (5) Given the product [CH3:11][O:10][C:8](=[O:9])[C:7]1[CH:12]=[CH:13][C:4]([C:2]([NH:14][C:15]2[CH:20]=[C:19]([C:21]3[S:22][CH:23]=[CH:24][CH:25]=3)[CH:18]=[CH:17][C:16]=2[NH:26][C:27]([O:28][C:29]([CH3:32])([CH3:31])[CH3:30])=[O:33])=[O:3])=[CH:5][CH:6]=1, predict the reactants needed to synthesize it. The reactants are: Cl[C:2]([C:4]1[CH:13]=[CH:12][C:7]([C:8]([O:10][CH3:11])=[O:9])=[CH:6][CH:5]=1)=[O:3].[NH2:14][C:15]1[CH:20]=[C:19]([C:21]2[S:22][CH:23]=[CH:24][CH:25]=2)[CH:18]=[CH:17][C:16]=1[NH:26][C:27](=[O:33])[O:28][C:29]([CH3:32])([CH3:31])[CH3:30].